Task: Predict the product of the given reaction.. Dataset: Forward reaction prediction with 1.9M reactions from USPTO patents (1976-2016) The product is: [CH2:27]([N:29]([CH2:35][CH3:36])[CH2:30][CH2:31][CH2:32][CH2:33][NH:34][C:16]1[N:15]=[C:14]2[N:13]([CH2:24][CH3:25])[C:12](=[O:26])[N:11]([C:5]3[CH:4]=[C:3]([O:2][CH3:1])[CH:8]=[C:7]([O:9][CH3:10])[CH:6]=3)[CH2:20][C:19]2=[CH:18][N:17]=1)[CH3:28]. Given the reactants [CH3:1][O:2][C:3]1[CH:4]=[C:5]([N:11]2[CH2:20][C:19]3[C:14](=[N:15][C:16](S(C)=O)=[N:17][CH:18]=3)[N:13]([CH2:24][CH3:25])[C:12]2=[O:26])[CH:6]=[C:7]([O:9][CH3:10])[CH:8]=1.[CH2:27]([N:29]([CH2:35][CH3:36])[CH2:30][CH2:31][CH2:32][CH2:33][NH2:34])[CH3:28].FC(F)(F)C(O)=O, predict the reaction product.